Dataset: Ames mutagenicity test results for genotoxicity prediction. Task: Regression/Classification. Given a drug SMILES string, predict its toxicity properties. Task type varies by dataset: regression for continuous values (e.g., LD50, hERG inhibition percentage) or binary classification for toxic/non-toxic outcomes (e.g., AMES mutagenicity, cardiotoxicity, hepatotoxicity). Dataset: ames. (1) The compound is CC(C)C(=O)N(O)c1ccc(Cl)cc1. The result is 1 (mutagenic). (2) The compound is CC(C)OC(=O)Cc1ccccc1. The result is 0 (non-mutagenic).